From a dataset of Forward reaction prediction with 1.9M reactions from USPTO patents (1976-2016). Predict the product of the given reaction. (1) Given the reactants [F:1][C:2]([F:22])([F:21])[C:3]([C:9]1[CH:14]=[CH:13][C:12]([N:15]2[CH2:20][CH2:19][NH:18][CH2:17][CH2:16]2)=[CH:11][CH:10]=1)([OH:8])[C:4]([F:7])([F:6])[F:5].C(Cl)Cl.C(N(CC)CC)C.[S:33]1[CH:37]=[CH:36][CH:35]=[C:34]1[S:38](Cl)(=[O:40])=[O:39], predict the reaction product. The product is: [F:22][C:2]([F:1])([F:21])[C:3]([C:9]1[CH:10]=[CH:11][C:12]([N:15]2[CH2:20][CH2:19][N:18]([S:38]([C:34]3[S:33][CH:37]=[CH:36][CH:35]=3)(=[O:40])=[O:39])[CH2:17][CH2:16]2)=[CH:13][CH:14]=1)([OH:8])[C:4]([F:7])([F:6])[F:5]. (2) Given the reactants [F:1][C:2]1[C:7]([O:8][CH3:9])=[CH:6][C:5]([O:10][CH3:11])=[C:4]([F:12])[C:3]=1[C:13]1[N:18]=[CH:17][C:16]2[C:19](I)=[N:20][N:21](C3CCCCO3)[C:15]=2[CH:14]=1.[CH3:29][N:30]1[CH2:35][CH2:34][CH:33]([N:36]2[CH2:44][C:43]3[C:38](=[CH:39][CH:40]=[C:41](B4OC(C)(C)C(C)(C)O4)[CH:42]=3)[C:37]2=[O:54])[CH2:32][CH2:31]1, predict the reaction product. The product is: [F:1][C:2]1[C:7]([O:8][CH3:9])=[CH:6][C:5]([O:10][CH3:11])=[C:4]([F:12])[C:3]=1[C:13]1[N:18]=[CH:17][C:16]2[C:19]([C:41]3[CH:42]=[C:43]4[C:38](=[CH:39][CH:40]=3)[C:37](=[O:54])[N:36]([CH:33]3[CH2:34][CH2:35][N:30]([CH3:29])[CH2:31][CH2:32]3)[CH2:44]4)=[N:20][NH:21][C:15]=2[CH:14]=1. (3) Given the reactants S(C1C=CC(N2C(O[C:17]3[CH:21]=[C:20]([C:22]([F:25])([F:24])[F:23])[S:19][C:18]=3[S:26]([NH2:29])(=[O:28])=[O:27])=NN=N2)=CC=1)(=O)(=O)N.O.CCO.C(O)=O, predict the reaction product. The product is: [F:25][C:22]([F:23])([F:24])[C:20]1[S:19][C:18]([S:26]([NH2:29])(=[O:28])=[O:27])=[CH:17][CH:21]=1. (4) The product is: [Br:1][C:2]1[CH:11]=[CH:10][C:9]2[O:8][C@H:7]3[CH2:12][CH2:13][CH2:14][O:15][C@@H:6]3[C:5](=[CH2:17])[C:4]=2[CH:3]=1. Given the reactants [Br:1][C:2]1[CH:11]=[CH:10][C:9]2[O:8][C@@H:7]3[CH2:12][CH2:13][CH2:14][O:15][C@H:6]3[C:5](=O)[C:4]=2[CH:3]=1.[CH2:17]1COCC1, predict the reaction product.